From a dataset of Catalyst prediction with 721,799 reactions and 888 catalyst types from USPTO. Predict which catalyst facilitates the given reaction. (1) Reactant: [Br:1][C:2]1[CH:9]=[CH:8][C:5]([CH2:6]Br)=[CH:4][CH:3]=1.[C-:10]#[N:11].[Na+]. Product: [Br:1][C:2]1[CH:9]=[CH:8][C:5]([CH2:6][C:10]#[N:11])=[CH:4][CH:3]=1. The catalyst class is: 18. (2) Reactant: Br[C:2]1[C:7]2[O:8][C:9]([NH:11][C:12]3[CH:17]=[C:16]([O:18][CH3:19])[C:15]([O:20][CH3:21])=[C:14]([O:22][CH3:23])[CH:13]=3)=[N:10][C:6]=2[CH:5]=[CH:4][N:3]=1.[NH2:24][C:25]1[CH:30]=[CH:29][C:28](B(O)O)=[CH:27][CH:26]=1.C([O-])([O-])=O.[Na+].[Na+]. Product: [NH2:24][C:25]1[CH:30]=[CH:29][C:28]([C:2]2[C:7]3[O:8][C:9]([NH:11][C:12]4[CH:17]=[C:16]([O:18][CH3:19])[C:15]([O:20][CH3:21])=[C:14]([O:22][CH3:23])[CH:13]=4)=[N:10][C:6]=3[CH:5]=[CH:4][N:3]=2)=[CH:27][CH:26]=1. The catalyst class is: 837.